This data is from Reaction yield outcomes from USPTO patents with 853,638 reactions. The task is: Predict the reaction yield, written as a fraction of the theoretical maximum amount of product (1.0 means a 100% yield; for example, 0.34 means a 34% yield). (1) The reactants are N[C:2]1[CH:12]=[CH:11][C:5]([C:6]([O:8]CC)=[O:7])=[CH:4][C:3]=1[Br:13].N(OC(C)(C)C)=O.B(F)(F)F.CCOCC.[Cu][C:31]#[N:32].[C-]#N.[Na+]. The catalyst is C(Cl)Cl.C(OCC)C.O.CCOC(C)=O. The product is [Br:13][C:3]1[CH:4]=[C:5]([CH:11]=[CH:12][C:2]=1[C:31]#[N:32])[C:6]([OH:8])=[O:7]. The yield is 0.760. (2) The reactants are [C:1]1([CH3:11])[CH:6]=[CH:5][C:4]([S:7](Cl)(=[O:9])=[O:8])=[CH:3][CH:2]=1.[C:12]([O:16][C:17]([N:19]1[CH2:23][CH2:22][CH2:21][C@H:20]1[CH2:24][OH:25])=[O:18])([CH3:15])([CH3:14])[CH3:13].N1C=CC=CC=1. The catalyst is ClCCl. The product is [C:12]([O:16][C:17]([N:19]1[CH2:23][CH2:22][CH2:21][C@H:20]1[CH2:24][O:25][S:7]([C:4]1[CH:5]=[CH:6][C:1]([CH3:11])=[CH:2][CH:3]=1)(=[O:9])=[O:8])=[O:18])([CH3:15])([CH3:14])[CH3:13]. The yield is 0.834. (3) The reactants are C1(P(C2C=CC=CC=2)C2C=CC=CC=2)C=CC=CC=1.C([O-])([O-])=O.[K+].[K+].[CH3:26][N:27]1[CH:31]=[C:30](B2OC(C)(C)C(C)(C)O2)[CH:29]=[N:28]1.Cl[C:42]1[CH:47]=[C:46]([O:48][C:49]2[CH:50]=[CH:51][C:52]([NH2:59])=[N:53][C:54]=2[C:55]([F:58])([F:57])[F:56])[CH:45]=[CH:44][N:43]=1. The catalyst is O1CCOCC1.O.CC([O-])=O.CC([O-])=O.[Pd+2]. The product is [CH3:26][N:27]1[CH:31]=[C:30]([C:44]2[CH:45]=[C:46]([O:48][C:49]3[CH:50]=[CH:51][C:52]([NH2:59])=[N:53][C:54]=3[C:55]([F:56])([F:57])[F:58])[CH:47]=[CH:42][N:43]=2)[CH:29]=[N:28]1. The yield is 0.770. (4) The catalyst is CC#N.O. The product is [C:1]1([N:7]([C:14]2[CH:19]=[CH:18][CH:17]=[C:16]([C:20]([F:23])([F:21])[F:22])[CH:15]=2)[CH:8]2[CH2:9][CH2:10][N:11]([CH2:25][C:26]([O:28][CH2:29][CH3:30])=[O:27])[CH2:12][CH2:13]2)[CH:2]=[CH:3][CH:4]=[CH:5][CH:6]=1. The yield is 0.730. The reactants are [C:1]1([N:7]([C:14]2[CH:19]=[CH:18][CH:17]=[C:16]([C:20]([F:23])([F:22])[F:21])[CH:15]=2)[CH:8]2[CH2:13][CH2:12][NH:11][CH2:10][CH2:9]2)[CH:6]=[CH:5][CH:4]=[CH:3][CH:2]=1.Br[CH2:25][C:26]([O:28][CH2:29][CH3:30])=[O:27].C(N(CC)CC)C.